This data is from Merck oncology drug combination screen with 23,052 pairs across 39 cell lines. The task is: Regression. Given two drug SMILES strings and cell line genomic features, predict the synergy score measuring deviation from expected non-interaction effect. (1) Drug 1: CN(Cc1cnc2nc(N)nc(N)c2n1)c1ccc(C(=O)NC(CCC(=O)O)C(=O)O)cc1. Drug 2: NC1(c2ccc(-c3nc4ccn5c(=O)[nH]nc5c4cc3-c3ccccc3)cc2)CCC1. Cell line: PA1. Synergy scores: synergy=-17.6. (2) Drug 1: CN(Cc1cnc2nc(N)nc(N)c2n1)c1ccc(C(=O)NC(CCC(=O)O)C(=O)O)cc1. Drug 2: O=C(CCCCCCC(=O)Nc1ccccc1)NO. Cell line: SKMES1. Synergy scores: synergy=-11.2. (3) Synergy scores: synergy=43.7. Drug 2: Cc1nc(Nc2ncc(C(=O)Nc3c(C)cccc3Cl)s2)cc(N2CCN(CCO)CC2)n1. Cell line: NCIH520. Drug 1: COc1cc(C2c3cc4c(cc3C(OC3OC5COC(C)OC5C(O)C3O)C3COC(=O)C23)OCO4)cc(OC)c1O. (4) Drug 1: O=P1(N(CCCl)CCCl)NCCCO1. Drug 2: CC1(c2nc3c(C(N)=O)cccc3[nH]2)CCCN1. Cell line: NCIH460. Synergy scores: synergy=17.4. (5) Drug 1: CC1CC2C3CCC4=CC(=O)C=CC4(C)C3(F)C(O)CC2(C)C1(O)C(=O)CO. Drug 2: O=C(O)C1(Cc2cccc(Nc3nccs3)n2)CCC(Oc2cccc(Cl)c2F)CC1. Cell line: SKOV3. Synergy scores: synergy=15.6. (6) Drug 1: NC1(c2ccc(-c3nc4ccn5c(=O)[nH]nc5c4cc3-c3ccccc3)cc2)CCC1. Drug 2: CC(C)CC(NC(=O)C(Cc1ccccc1)NC(=O)c1cnccn1)B(O)O. Cell line: SKMES1. Synergy scores: synergy=-12.3. (7) Drug 1: Cc1nc(Nc2ncc(C(=O)Nc3c(C)cccc3Cl)s2)cc(N2CCN(CCO)CC2)n1. Drug 2: CCc1cnn2c(NCc3ccc[n+]([O-])c3)cc(N3CCCCC3CCO)nc12. Cell line: LNCAP. Synergy scores: synergy=58.1.